Dataset: TCR-epitope binding with 47,182 pairs between 192 epitopes and 23,139 TCRs. Task: Binary Classification. Given a T-cell receptor sequence (or CDR3 region) and an epitope sequence, predict whether binding occurs between them. (1) The epitope is FVDGVPFVV. The TCR CDR3 sequence is CASSPYVIGDRVAFVLTF. Result: 1 (the TCR binds to the epitope). (2) Result: 0 (the TCR does not bind to the epitope). The TCR CDR3 sequence is CASSPGLGPTGELFF. The epitope is RLDKVEAEV. (3) The epitope is ISPRTLNAW. The TCR CDR3 sequence is CSVDLEANYGYTF. Result: 0 (the TCR does not bind to the epitope). (4) The TCR CDR3 sequence is CASTKGASPGDEQFF. The epitope is GTITVEELK. Result: 0 (the TCR does not bind to the epitope). (5) The epitope is IPIQASLPF. The TCR CDR3 sequence is CASSQLAQGRGAYNEQFF. Result: 0 (the TCR does not bind to the epitope). (6) The epitope is CTELKLSDY. The TCR CDR3 sequence is CASSYGTGNGYTF. Result: 0 (the TCR does not bind to the epitope). (7) The epitope is TPGPGVRYPL. The TCR CDR3 sequence is CSVKLTEFGYTF. Result: 1 (the TCR binds to the epitope). (8) Result: 1 (the TCR binds to the epitope). The epitope is FLASKIGRLV. The TCR CDR3 sequence is CASSFRAPFDSPLHF.